From a dataset of NCI-60 drug combinations with 297,098 pairs across 59 cell lines. Regression. Given two drug SMILES strings and cell line genomic features, predict the synergy score measuring deviation from expected non-interaction effect. (1) Drug 1: CNC(=O)C1=CC=CC=C1SC2=CC3=C(C=C2)C(=NN3)C=CC4=CC=CC=N4. Drug 2: CCCS(=O)(=O)NC1=C(C(=C(C=C1)F)C(=O)C2=CNC3=C2C=C(C=N3)C4=CC=C(C=C4)Cl)F. Cell line: CAKI-1. Synergy scores: CSS=13.5, Synergy_ZIP=-1.66, Synergy_Bliss=-1.25, Synergy_Loewe=0.528, Synergy_HSA=-0.249. (2) Drug 1: CC12CCC3C(C1CCC2=O)CC(=C)C4=CC(=O)C=CC34C. Drug 2: CCC1=C2CN3C(=CC4=C(C3=O)COC(=O)C4(CC)O)C2=NC5=C1C=C(C=C5)O. Cell line: SNB-19. Synergy scores: CSS=57.8, Synergy_ZIP=-6.26, Synergy_Bliss=-5.54, Synergy_Loewe=-19.4, Synergy_HSA=-1.88. (3) Drug 2: CC12CCC3C(C1CCC2OP(=O)(O)O)CCC4=C3C=CC(=C4)OC(=O)N(CCCl)CCCl.[Na+]. Drug 1: CC1=C(C(=CC=C1)Cl)NC(=O)C2=CN=C(S2)NC3=CC(=NC(=N3)C)N4CCN(CC4)CCO. Cell line: SF-539. Synergy scores: CSS=15.9, Synergy_ZIP=-1.94, Synergy_Bliss=2.99, Synergy_Loewe=-43.0, Synergy_HSA=4.06. (4) Drug 1: C1=CC(=CC=C1C#N)C(C2=CC=C(C=C2)C#N)N3C=NC=N3. Synergy scores: CSS=27.8, Synergy_ZIP=-6.03, Synergy_Bliss=3.14, Synergy_Loewe=-3.92, Synergy_HSA=4.75. Cell line: MALME-3M. Drug 2: CC1C(C(CC(O1)OC2CC(CC3=C2C(=C4C(=C3O)C(=O)C5=C(C4=O)C(=CC=C5)OC)O)(C(=O)CO)O)N)O.Cl. (5) Drug 1: CC1CCC2CC(C(=CC=CC=CC(CC(C(=O)C(C(C(=CC(C(=O)CC(OC(=O)C3CCCCN3C(=O)C(=O)C1(O2)O)C(C)CC4CCC(C(C4)OC)O)C)C)O)OC)C)C)C)OC. Drug 2: CC1=C(C(=O)C2=C(C1=O)N3CC4C(C3(C2COC(=O)N)OC)N4)N. Cell line: SF-268. Synergy scores: CSS=39.8, Synergy_ZIP=-5.44, Synergy_Bliss=0.980, Synergy_Loewe=-0.0674, Synergy_HSA=3.82. (6) Drug 1: C1CC(=O)NC(=O)C1N2CC3=C(C2=O)C=CC=C3N. Drug 2: C1=C(C(=O)NC(=O)N1)N(CCCl)CCCl. Cell line: A498. Synergy scores: CSS=19.5, Synergy_ZIP=-6.89, Synergy_Bliss=2.12, Synergy_Loewe=3.52, Synergy_HSA=3.51.